This data is from Reaction yield outcomes from USPTO patents with 853,638 reactions. The task is: Predict the reaction yield, written as a fraction of the theoretical maximum amount of product (1.0 means a 100% yield; for example, 0.34 means a 34% yield). (1) The reactants are [Br:1][C:2]1[CH:10]=[CH:9][C:8]([F:11])=[CH:7][C:3]=1[C:4]([NH2:6])=[O:5].CO[C:14](OC)([N:16]([CH3:18])[CH3:17])[CH3:15]. The catalyst is CO. The product is [Br:1][C:2]1[CH:10]=[CH:9][C:8]([F:11])=[CH:7][C:3]=1[C:4]([N:6]=[C:14]([N:16]([CH3:18])[CH3:17])[CH3:15])=[O:5]. The yield is 0.750. (2) The reactants are [CH:1]1([CH2:7][CH2:8][CH:9]([N:11]2C(=O)C3C(=CC=CC=3)C2=O)[CH3:10])[CH2:6][CH2:5][CH2:4][CH2:3][CH2:2]1.O.NN. The catalyst is C(O)C. The product is [CH:1]1([CH2:7][CH2:8][CH:9]([NH2:11])[CH3:10])[CH2:6][CH2:5][CH2:4][CH2:3][CH2:2]1. The yield is 0.370.